From a dataset of Catalyst prediction with 721,799 reactions and 888 catalyst types from USPTO. Predict which catalyst facilitates the given reaction. (1) Reactant: [CH3:1][O:2][C:3]([C:5]1[CH:14]=[CH:13][C:12]2[C:7](=[CH:8][CH:9]=[C:10]([OH:15])[CH:11]=2)[CH:6]=1)=[O:4].C([O-])([O-])=O.[Cs+].[Cs+].Br[CH2:23][C:24]([O:26][CH3:27])=[O:25]. Product: [CH3:1][O:2][C:3]([C:5]1[CH:14]=[CH:13][C:12]2[C:7](=[CH:8][CH:9]=[C:10]([O:15][CH2:23][C:24]([O:26][CH3:27])=[O:25])[CH:11]=2)[CH:6]=1)=[O:4]. The catalyst class is: 692. (2) Reactant: [CH3:1][C:2]1([CH3:25])[S:6][C@@H:5]2[C@H:7]([NH:10][C:11]([C@H:13]([NH2:21])[C:14]3[CH:15]=[CH:16][C:17]([OH:20])=[CH:18][CH:19]=3)=[O:12])[C:8](=[O:9])[N:4]2[C@H:3]1[C:22]([OH:24])=[O:23].O.C(N=C=NCCCN(C)C)C.[CH:38]1[C:43]([NH2:44])=[CH:42][C:41]2[C:45]([O:47][C:48]3([C:58]4[CH:59]=[CH:60][C:61]([OH:63])=[CH:62][C:57]=4[O:56][C:50]4[CH:51]=[C:52]([OH:55])[CH:53]=[CH:54][C:49]3=4)[C:40]=2[CH:39]=1)=[O:46]. Product: [CH:38]1[C:43]([NH2:44])=[CH:42][C:41]2[C:45]([O:47][C:48]3([C:58]4[CH:59]=[CH:60][C:61]([OH:63])=[CH:62][C:57]=4[O:56][C:50]4[CH:51]=[C:52]([OH:55])[CH:53]=[CH:54][C:49]3=4)[C:40]=2[CH:39]=1)=[O:46].[CH3:1][C:2]1([CH3:25])[S:6][C@@H:5]2[C@H:7]([NH:10][C:11]([C@H:13]([NH2:21])[C:14]3[CH:19]=[CH:18][C:17]([OH:20])=[CH:16][CH:15]=3)=[O:12])[C:8](=[O:9])[N:4]2[C@H:3]1[C:22]([OH:24])=[O:23]. The catalyst class is: 10. (3) Reactant: [CH3:1][C:2]1[CH:7]=[CH:6][N:5]=[CH:4][C:3]=1[N:8]1[CH2:13][CH2:12][CH2:11][NH:10][C:9]1=[O:14].Br[C:16]1[CH:25]=[CH:24][C:23]2[C:18](=[CH:19][CH:20]=[CH:21][CH:22]=2)[CH:17]=1.N[C@@H]1CCCC[C@H]1N.P([O-])([O-])([O-])=O.[K+].[K+].[K+]. Product: [CH3:1][C:2]1[CH:7]=[CH:6][N:5]=[CH:4][C:3]=1[N:8]1[CH2:13][CH2:12][CH2:11][N:10]([C:16]2[CH:25]=[CH:24][C:23]3[C:18](=[CH:19][CH:20]=[CH:21][CH:22]=3)[CH:17]=2)[C:9]1=[O:14]. The catalyst class is: 246. (4) Reactant: [SH:1][C:2]1[N:3]([CH3:31])[C:4]([C:7]2[CH:12]=[CH:11][N:10]3[C:13]([C:16]4[CH:17]=[C:18]([NH:22][C:23]([NH:25][CH2:26][C:27]([F:30])([F:29])[F:28])=[O:24])[CH:19]=[CH:20][CH:21]=4)=[CH:14][N:15]=[C:9]3[CH:8]=2)=[N:5][N:6]=1.[OH-:32].[K+].I[CH3:35]. Product: [CH:23]([OH:24])=[O:32].[CH3:31][N:3]1[C:2]([S:1][CH3:35])=[N:6][N:5]=[C:4]1[C:7]1[CH:12]=[CH:11][N:10]2[C:13]([C:16]3[CH:17]=[C:18]([NH:22][C:23]([NH:25][CH2:26][C:27]([F:30])([F:28])[F:29])=[O:24])[CH:19]=[CH:20][CH:21]=3)=[CH:14][N:15]=[C:9]2[CH:8]=1. The catalyst class is: 14. (5) Reactant: [CH3:1][C:2]1[CH:7]=[CH:6][CH:5]=[CH:4][N+:3]=1[O-].CC[O:11][C:12]([CH3:14])=[O:13]. Product: [C:12]([O:13][CH2:1][C:2]1[CH:7]=[CH:6][CH:5]=[CH:4][N:3]=1)(=[O:11])[CH3:14]. The catalyst class is: 152. (6) Reactant: [CH3:1][C:2]1([CH3:21])[C:7]2[CH:8]=[C:9](/[C:12](/[CH2:17][CH2:18][CH3:19])=[CH:13]/[C:14]([NH2:16])=O)[CH:10]=[CH:11][C:6]=2[NH:5][C:4](=[O:20])[O:3]1.S(Cl)(Cl)=O. Product: [CH3:21][C:2]1([CH3:1])[C:7]2[CH:8]=[C:9](/[C:12](/[CH2:17][CH2:18][CH3:19])=[CH:13]/[C:14]#[N:16])[CH:10]=[CH:11][C:6]=2[NH:5][C:4](=[O:20])[O:3]1. The catalyst class is: 12.